This data is from Reaction yield outcomes from USPTO patents with 853,638 reactions. The task is: Predict the reaction yield, written as a fraction of the theoretical maximum amount of product (1.0 means a 100% yield; for example, 0.34 means a 34% yield). (1) The reactants are [C:1](Cl)(=[O:8])[C:2]1[CH:7]=[CH:6][CH:5]=[CH:4][CH:3]=1.[CH3:10][C:11]([CH3:17])([CH2:14][CH2:15][OH:16])[CH2:12][OH:13].C(N(CC)CC)C. The catalyst is CN(C)C1C=CN=CC=1.ClCCl. The product is [C:1]([O:16][CH2:15][CH2:14][C:11]([CH3:17])([CH3:10])[CH2:12][OH:13])(=[O:8])[C:2]1[CH:7]=[CH:6][CH:5]=[CH:4][CH:3]=1. The yield is 0.440. (2) The reactants are [Cl:1][C:2]1[CH:3]=[C:4]([N:8]2[C:12]([CH3:13])=[C:11]([C:14]([OH:16])=O)[C:10]([CH3:17])=[N:9]2)[CH:5]=[CH:6][CH:7]=1.[N:18]1([CH:23]2[CH2:28][CH2:27][NH:26][CH2:25][CH2:24]2)[CH2:22][CH2:21][CH2:20][CH2:19]1. No catalyst specified. The product is [Cl:1][C:2]1[CH:3]=[C:4]([N:8]2[C:12]([CH3:13])=[C:11]([C:14]([N:26]3[CH2:27][CH2:28][CH:23]([N:18]4[CH2:22][CH2:21][CH2:20][CH2:19]4)[CH2:24][CH2:25]3)=[O:16])[C:10]([CH3:17])=[N:9]2)[CH:5]=[CH:6][CH:7]=1. The yield is 0.980. (3) The reactants are [Cl:1][C:2]1[CH:3]=[C:4]([CH:10]=[CH:11][C:12]=1[C:13]([F:16])([F:15])[F:14])[O:5]CC(O)=O.[Cl-].ClC1N(C)CC[NH+]1C.Cl.NCC1C=CC(NS(C)(=O)=O)=C(C)C=1. The catalyst is C(N(CC)CC)C. The yield is 0.670. The product is [Cl:1][C:2]1[CH:3]=[C:4]([OH:5])[CH:10]=[CH:11][C:12]=1[C:13]([F:15])([F:16])[F:14]. (4) The reactants are [C:1]([C:5]1[N:10]=[C:9]([O:11][CH3:12])[N:8]=[C:7]([O:13][CH:14]2[CH2:18][CH:17]([C:19](O)=[O:20])[CH:16]([C:22](=[O:34])[NH:23][C:24]3([C:29]([O:31][CH2:32][CH3:33])=[O:30])[CH2:26][CH:25]3[CH:27]=[CH2:28])[CH2:15]2)[CH:6]=1)([CH3:4])([CH3:3])[CH3:2].CCN(C(C)C)C(C)C.[CH3:44][NH:45][CH:46]=[CH:47][CH2:48][CH2:49][CH2:50][CH3:51].CN(C(ON1N=NC2C=CC=NC1=2)=[N+](C)C)C.F[P-](F)(F)(F)(F)F. The catalyst is CN(C=O)C. The product is [CH2:32]([O:31][C:29]([C:24]1([NH:23][C:22]([CH:16]2[CH2:15][CH:14]([O:13][C:7]3[CH:6]=[C:5]([C:1]([CH3:2])([CH3:3])[CH3:4])[N:10]=[C:9]([O:11][CH3:12])[N:8]=3)[CH2:18][CH:17]2[C:19](=[O:20])[N:45]([CH2:46][CH2:47][CH2:48][CH2:49][CH:50]=[CH2:51])[CH3:44])=[O:34])[CH2:26][CH:25]1[CH:27]=[CH2:28])=[O:30])[CH3:33]. The yield is 0.780. (5) The reactants are [CH3:1][C:2]1[N:6]([CH:7]2[CH2:12][CH2:11][O:10][CH2:9][CH2:8]2)[C:5]2[CH:13]=[CH:14][C:15]([C:17]([OH:19])=O)=[CH:16][C:4]=2[N:3]=1.S(Cl)(Cl)=O.[NH2:24][C:25]1[CH:30]=[C:29]([C:31]#[N:32])[CH:28]=[CH:27][C:26]=1O.C(N(CC)CC)C.CS(O)(=O)=O.C(=O)([O-])O.[Na+]. The catalyst is O.O1CCCC1. The product is [C:31]([C:29]1[CH:28]=[CH:27][C:26]2[O:19][C:17]([C:15]3[CH:14]=[CH:13][C:5]4[N:6]([CH:7]5[CH2:8][CH2:9][O:10][CH2:11][CH2:12]5)[C:2]([CH3:1])=[N:3][C:4]=4[CH:16]=3)=[N:24][C:25]=2[CH:30]=1)#[N:32]. The yield is 0.120. (6) The reactants are [CH3:1][C:2]1([CH3:27])[CH2:7][CH2:6][CH:5]([N:8]([C:20]([CH:22]2[CH2:26][CH2:25][CH2:24][O:23]2)=[O:21])[C@@H:9]2[CH2:13][NH:12][C@H:11]([C:14]([N:16]([CH2:18][CH3:19])[CH3:17])=[O:15])[CH2:10]2)[CH2:4][CH2:3]1.C(O[C:33]([N:35]1[CH2:39][C@@H:38]([C:40]2[CH:45]=[CH:44][C:43]([Cl:46])=[CH:42][CH:41]=2)[C@H:37]([C:47]([OH:49])=O)[CH2:36]1)=O)(C)(C)C.[O:50]1[CH2:55][CH2:54]C(=O)[CH2:52][CH2:51]1. No catalyst specified. The product is [ClH:46].[Cl:46][C:43]1[CH:42]=[CH:41][C:40]([C@@H:38]2[CH2:39][N:35]([CH:33]3[CH2:54][CH2:55][O:50][CH2:51][CH2:52]3)[CH2:36][C@H:37]2[C:47]([N:12]2[CH2:13][C@@H:9]([N:8]([CH:5]3[CH2:6][CH2:7][C:2]([CH3:1])([CH3:27])[CH2:3][CH2:4]3)[C:20]([C@@H:22]3[CH2:26][CH2:25][CH2:24][O:23]3)=[O:21])[CH2:10][C@H:11]2[C:14]([N:16]([CH2:18][CH3:19])[CH3:17])=[O:15])=[O:49])=[CH:45][CH:44]=1. The yield is 0.800. (7) The reactants are [NH2:1][C:2]1[CH:9]=[CH:8][CH:7]=[C:6]([O:10][CH2:11][C@H:12]2[CH2:17][CH2:16][CH2:15][N:14]([C:18](=[O:22])[CH2:19][CH2:20][CH3:21])[CH2:13]2)[C:3]=1[C:4]#[N:5].[S:23](Cl)(=[O:26])(=[O:25])[NH2:24]. The catalyst is CC(N(C)C)=O. The product is [S:23]([NH:1][C:2]1[CH:9]=[CH:8][CH:7]=[C:6]([O:10][CH2:11][C@H:12]2[CH2:17][CH2:16][CH2:15][N:14]([C:18](=[O:22])[CH2:19][CH2:20][CH3:21])[CH2:13]2)[C:3]=1[C:4]#[N:5])(=[O:26])(=[O:25])[NH2:24]. The yield is 0.820.